From a dataset of NCI-60 drug combinations with 297,098 pairs across 59 cell lines. Regression. Given two drug SMILES strings and cell line genomic features, predict the synergy score measuring deviation from expected non-interaction effect. (1) Cell line: MALME-3M. Synergy scores: CSS=19.6, Synergy_ZIP=-4.45, Synergy_Bliss=5.07, Synergy_Loewe=-13.9, Synergy_HSA=0.608. Drug 1: CC1C(C(CC(O1)OC2CC(CC3=C2C(=C4C(=C3O)C(=O)C5=C(C4=O)C(=CC=C5)OC)O)(C(=O)C)O)N)O.Cl. Drug 2: C(CN)CNCCSP(=O)(O)O. (2) Drug 1: C1=CC(=CC=C1CCC2=CNC3=C2C(=O)NC(=N3)N)C(=O)NC(CCC(=O)O)C(=O)O. Drug 2: CCN(CC)CCCC(C)NC1=C2C=C(C=CC2=NC3=C1C=CC(=C3)Cl)OC. Cell line: T-47D. Synergy scores: CSS=11.4, Synergy_ZIP=-3.70, Synergy_Bliss=-0.0853, Synergy_Loewe=0.227, Synergy_HSA=0.444. (3) Drug 1: CC12CCC(CC1=CCC3C2CCC4(C3CC=C4C5=CN=CC=C5)C)O. Drug 2: C1=NC(=NC(=O)N1C2C(C(C(O2)CO)O)O)N. Cell line: ACHN. Synergy scores: CSS=25.1, Synergy_ZIP=8.78, Synergy_Bliss=5.22, Synergy_Loewe=-15.3, Synergy_HSA=5.46. (4) Synergy scores: CSS=56.9, Synergy_ZIP=3.70, Synergy_Bliss=1.79, Synergy_Loewe=3.68, Synergy_HSA=3.76. Drug 1: C#CCC(CC1=CN=C2C(=N1)C(=NC(=N2)N)N)C3=CC=C(C=C3)C(=O)NC(CCC(=O)O)C(=O)O. Drug 2: CC1CCCC2(C(O2)CC(NC(=O)CC(C(C(=O)C(C1O)C)(C)C)O)C(=CC3=CSC(=N3)C)C)C. Cell line: U251. (5) Drug 1: C1CCN(CC1)CCOC2=CC=C(C=C2)C(=O)C3=C(SC4=C3C=CC(=C4)O)C5=CC=C(C=C5)O. Drug 2: C1=CC(=C2C(=C1NCCNCCO)C(=O)C3=C(C=CC(=C3C2=O)O)O)NCCNCCO. Cell line: T-47D. Synergy scores: CSS=32.0, Synergy_ZIP=-5.55, Synergy_Bliss=-4.17, Synergy_Loewe=-4.47, Synergy_HSA=1.10.